This data is from Catalyst prediction with 721,799 reactions and 888 catalyst types from USPTO. The task is: Predict which catalyst facilitates the given reaction. (1) Reactant: CCN(S(F)(F)[F:7])CC.[CH3:10][O:11][C:12](=[O:22])[C@@H:13]1[CH2:17][C:16](O)([CH2:18][CH:19]=[CH2:20])[CH2:15][NH:14]1. Product: [CH3:10][O:11][C:12](=[O:22])[C@@H:13]1[CH2:17][C:16]([F:7])([CH2:18][CH:19]=[CH2:20])[CH2:15][NH:14]1. The catalyst class is: 2. (2) Reactant: [F:1][C:2]1[CH:11]=[C:10]2[C:5]([CH2:6][CH2:7][C:8](=O)[NH:9]2)=[CH:4][CH:3]=1. Product: [F:1][C:2]1[CH:11]=[C:10]2[C:5]([CH2:6][CH2:7][CH2:8][NH:9]2)=[CH:4][CH:3]=1. The catalyst class is: 7. (3) Reactant: Cl[C:2]1[CH:7]=[C:6]([NH:8][CH2:9][CH2:10][C:11]2[CH:16]=[CH:15][C:14]([Cl:17])=[CH:13][C:12]=2[Cl:18])[N:5]=[C:4]([CH2:19][OH:20])[N:3]=1.[C:21]([C:24]([C:27]1[CH:28]=[C:29](B(O)O)[CH:30]=[CH:31][CH:32]=1)([CH3:26])[CH3:25])([OH:23])=[O:22].C([O-])([O-])=O.[Cs+].[Cs+].Cl. Product: [Cl:18][C:12]1[CH:13]=[C:14]([Cl:17])[CH:15]=[CH:16][C:11]=1[CH2:10][CH2:9][NH:8][C:6]1[N:5]=[C:4]([CH2:19][OH:20])[N:3]=[C:2]([C:29]2[CH:28]=[C:27]([C:24]([CH3:26])([CH3:25])[C:21]([OH:23])=[O:22])[CH:32]=[CH:31][CH:30]=2)[CH:7]=1. The catalyst class is: 108. (4) Reactant: [S:1]1[C:5]([CH2:6]O)=[CH:4][C:3]2[CH:8]=[C:9]3[C:14](=[CH:15][C:2]1=2)[CH:13]=[CH:12][CH:11]=[CH:10]3.C(OCC)C.P(Br)(Br)[Br:22]. Product: [Br:22][CH2:6][C:5]1[S:1][C:2]2[CH:15]=[C:14]3[C:9](=[CH:8][C:3]=2[CH:4]=1)[CH:10]=[CH:11][CH:12]=[CH:13]3. The catalyst class is: 5. (5) Reactant: [Br:1][C:2]1[CH:7]=[CH:6][C:5]([C:8](=[O:12])[CH:9]=[N+]=[N-])=[CH:4][CH:3]=1.[CH3:13][O:14][C:15]1[O:16][CH:17]=[CH:18][CH:19]=1. Product: [Br:1][C:2]1[CH:7]=[CH:6][C:5]([C:8](=[O:12])/[CH:9]=[CH:17]/[CH:18]=[CH:19]\[C:15]([O:14][CH3:13])=[O:16])=[CH:4][CH:3]=1. The catalyst class is: 81. (6) Reactant: [OH:1][C:2]1[CH:11]=[C:10]([CH3:12])[CH:9]=[C:8]([OH:13])[C:3]=1[C:4]([O:6][CH3:7])=[O:5].OCCC[CH2:18][CH2:19][NH:20][C@H:21]([C:63]([NH:65]C(OC(C)(C)C)=O)=[O:64])[CH2:22][C:23]1[C:32]2[C:27](=[CH:28][CH:29]=[CH:30][CH:31]=2)[C:26]([N:33]([C:41]2[CH:46]=[CH:45][CH:44]=[CH:43][C:42]=2[C:47]([O:49]C(C2C=CC=CC=2)C2C=CC=CC=2)=[O:48])[C:34](=[O:40])[C:35]([O:37]CC)=[O:36])=[CH:25][CH:24]=1.[C:73]1(P([C:75]2[CH:76]=[CH:77]C=[CH:73][CH:74]=2)[C:75]2[CH:76]=[CH:77]C=[CH:73][CH:74]=2)C=[CH:77][CH:76]=[CH:75][CH:74]=1.CC[O:94]C(/N=N/C(OCC)=O)=O. Product: [C:19]([NH:20][C@H:21]([C:63]([NH:65][CH2:73][CH2:74][CH2:75][CH2:76][CH2:77][O:1][C:2]1[CH:11]=[C:10]([CH3:12])[CH:9]=[C:8]([OH:13])[C:3]=1[C:4]([O:6][CH3:7])=[O:5])=[O:64])[CH2:22][C:23]1[C:32]2[C:31](=[CH:30][CH:29]=[CH:28][CH:27]=2)[C:26]([N:33]([C:34]([C:35]([OH:37])=[O:36])=[O:40])[C:41]2[CH:46]=[CH:45][CH:44]=[CH:43][C:42]=2[C:47]([OH:49])=[O:48])=[CH:25][CH:24]=1)(=[O:94])[CH3:18]. The catalyst class is: 1. (7) Reactant: [C:1]([O:4][C:5](=[O:7])[CH3:6])(=O)[CH3:2].N1C=CC=CC=1.[CH2:14]([CH:17]1[CH2:22][CH2:21]C(CO)[CH2:19][CH2:18]1)[C:15]#[CH:16].O. Product: [C:5]([O:4][CH2:1][CH:2]1[CH2:21][CH2:22][CH:17]([CH2:14][C:15]#[CH:16])[CH2:18][CH2:19]1)(=[O:7])[CH3:6]. The catalyst class is: 28.